Dataset: Catalyst prediction with 721,799 reactions and 888 catalyst types from USPTO. Task: Predict which catalyst facilitates the given reaction. (1) Reactant: CC(C(OC)=O)=C.S1[C:12]2[CH:13]=[CH:14][CH:15]=C[C:11]=2[C:10](=O)N1.C([C:20]1[CH:25]=[CH:24][C:23]([S:26]([O-:29])(=[O:28])=[O:27])=[CH:22][CH:21]=1)=C.[Na+:30].FC(F)(S([O-])(=O)=O)C(F)(F)C(F)(F)C(F)(F)C(F)(F)C(F)(F)C(F)(F)C(F)(F)F.[K+].[OH-].[Na+]. Product: [CH2:23]([S:26]([O:29][Na:30])(=[O:27])=[O:28])[CH2:24][CH2:25][CH2:20][CH2:21][CH2:22][CH2:10][CH2:11][CH2:12][CH2:13][CH2:14][CH3:15]. The catalyst class is: 72. (2) Reactant: C([O:4][CH2:5][C@H:6]1[CH2:11][C@@H:10]([O:12]C(=O)C)[CH2:9][CH2:8][C@@:7]1([C@H:17]1[CH2:25][CH2:24][C@@:23]2([CH3:26])[C@@H:19]([CH2:20][CH2:21][C@@:22]2([OH:33])[C:27]2[CH:32]=[CH:31][CH:30]=[CH:29][N:28]=2)[C@@H:18]1[CH2:34][NH2:35])[CH3:16])(=O)C.C(=O)([O-])[O-].[K+].[K+]. Product: [NH2:35][CH2:34][C@@H:18]1[C@@H:17]([C@@:7]2([CH3:16])[CH2:8][CH2:9][C@H:10]([OH:12])[CH2:11][C@@H:6]2[CH2:5][OH:4])[CH2:25][CH2:24][C@@:23]2([CH3:26])[C@H:19]1[CH2:20][CH2:21][C@:22]2([C:27]1[CH:32]=[CH:31][CH:30]=[CH:29][N:28]=1)[OH:33]. The catalyst class is: 5. (3) Reactant: C([O:3][C:4](=[O:13])[CH:5]([CH2:9][CH2:10][CH2:11][CH3:12])[C:6](O)=[O:7])C.C(O)(C)C.[BH4-].[Li+]. Product: [CH2:9]([CH:5]([CH2:6][OH:7])[C:4]([OH:13])=[O:3])[CH2:10][CH2:11][CH3:12]. The catalyst class is: 7. (4) Reactant: [NH2:1][C@@H:2]([C:5]([O:7][CH3:8])=[O:6])[CH2:3][OH:4].Cl.CCN(CC)CC.[CH3:17][C:18]([O:21][C:22](O[C:22]([O:21][C:18]([CH3:20])([CH3:19])[CH3:17])=[O:23])=[O:23])([CH3:20])[CH3:19]. Product: [NH:1]([C:22]([O:21][C:18]([CH3:20])([CH3:19])[CH3:17])=[O:23])[C@@H:2]([C:5]([O:7][CH3:8])=[O:6])[CH2:3][OH:4]. The catalyst class is: 2.